Dataset: Full USPTO retrosynthesis dataset with 1.9M reactions from patents (1976-2016). Task: Predict the reactants needed to synthesize the given product. (1) The reactants are: [OH:1][CH:2]1[C:11]2[C:6](=[CH:7][CH:8]=[CH:9][N:10]=2)[N:5]=[CH:4][CH:3]1[C:12]([O:14]CC)=[O:13].Cl. Given the product [OH:1][CH:2]1[C:11]2[C:6](=[CH:7][CH:8]=[CH:9][N:10]=2)[N:5]=[CH:4][CH:3]1[C:12]([OH:14])=[O:13], predict the reactants needed to synthesize it. (2) The reactants are: [Cl:1][C:2]1[N:7]=[C:6]([C:8]([OH:10])=O)[C:5]([F:11])=[CH:4][CH:3]=1.[NH2:12][C:13]1[S:14][C:15]([S:18][C:19]([CH3:26])([CH3:25])[C:20]([O:22][CH2:23][CH3:24])=[O:21])=[CH:16][N:17]=1.C1C=CC2N(O)N=NC=2C=1.CCN=C=NCCCN(C)C. Given the product [Cl:1][C:2]1[N:7]=[C:6]([C:8]([NH:12][C:13]2[S:14][C:15]([S:18][C:19]([CH3:25])([CH3:26])[C:20]([O:22][CH2:23][CH3:24])=[O:21])=[CH:16][N:17]=2)=[O:10])[C:5]([F:11])=[CH:4][CH:3]=1, predict the reactants needed to synthesize it. (3) Given the product [CH2:22]([C:8]1[N:6]2[N:7]=[C:2]([C:24](=[O:26])[CH3:25])[CH:3]=[CH:4][C:5]2=[N:10][C:9]=1[CH2:11][N:12]1[CH:16]=[CH:15][N:14]=[C:13]1[C:17]1[S:18][CH:19]=[CH:20][N:21]=1)[CH3:23], predict the reactants needed to synthesize it. The reactants are: Cl[C:2]1[CH:3]=[CH:4][C:5]2[N:6]([C:8]([CH2:22][CH3:23])=[C:9]([CH2:11][N:12]3[CH:16]=[CH:15][N:14]=[C:13]3[C:17]3[S:18][CH:19]=[CH:20][N:21]=3)[N:10]=2)[N:7]=1.[CH2:24]([O:26]C([Sn](CCCC)(CCCC)CCCC)=C)[CH3:25].Cl.C(=O)([O-])[O-].[Na+].[Na+]. (4) The reactants are: [OH-].[Na+].[CH2:3]([CH:5]([CH2:9][CH2:10][CH2:11][CH3:12])[C:6]([OH:8])=[O:7])[CH3:4].[Cl-].Cl[C:15]([O:17][CH3:18])=[O:16]. Given the product [C:15](=[O:16])([O:17][CH3:18])[O:7][C:6](=[O:8])[CH:5]([CH2:3][CH3:4])[CH2:9][CH2:10][CH2:11][CH3:12], predict the reactants needed to synthesize it.